Task: Binary Classification. Given a drug SMILES string, predict its activity (active/inactive) in a high-throughput screening assay against a specified biological target.. Dataset: In vitro SARS-CoV-2 activity screen of 1,480 approved drugs from Prestwick library (1) The drug is COc1ccc(C(CN(C)C)C2(O)CCCCC2)cc1. The result is 0 (inactive). (2) The drug is COc1cc(N)c(Cl)cc1C(=O)NC1CCN(CCCOc2ccc(F)cc2)CC1OC. The result is 0 (inactive). (3) The compound is CC(C[N+](C)(C)C)OC(N)=O.[Cl-]. The result is 0 (inactive).